This data is from Peptide-MHC class I binding affinity with 185,985 pairs from IEDB/IMGT. The task is: Regression. Given a peptide amino acid sequence and an MHC pseudo amino acid sequence, predict their binding affinity value. This is MHC class I binding data. (1) The peptide sequence is YTGKFDSVI. The MHC is Patr-B0101 with pseudo-sequence Patr-B0101. The binding affinity (normalized) is 1.00. (2) The peptide sequence is GPRGRHVVL. The MHC is HLA-B08:01 with pseudo-sequence HLA-B08:01. The binding affinity (normalized) is 0.401. (3) The peptide sequence is LAELLEMKY. The MHC is HLA-A03:01 with pseudo-sequence HLA-A03:01. The binding affinity (normalized) is 0.115.